This data is from Reaction yield outcomes from USPTO patents with 853,638 reactions. The task is: Predict the reaction yield, written as a fraction of the theoretical maximum amount of product (1.0 means a 100% yield; for example, 0.34 means a 34% yield). The product is [C:54]([NH:1][CH2:2][CH2:3][O:4][C:5]1[CH:44]=[CH:43][C:8]([CH2:9][C@H:10]([NH:31][C:32](=[O:42])[O:33][C@@H:34]2[C@H:41]3[C@H:37]([O:38][CH2:39][CH2:40]3)[O:36][CH2:35]2)[C@H:11]([OH:30])[CH2:12][N:13]([S:18]([C:21]2[CH:29]=[CH:28][C:24]3[O:25][CH2:26][O:27][C:23]=3[CH:22]=2)(=[O:19])=[O:20])[CH2:14][CH:15]([CH3:17])[CH3:16])=[CH:7][CH:6]=1)(=[O:56])[CH3:55]. The reactants are [NH2:1][CH2:2][CH2:3][O:4][C:5]1[CH:44]=[CH:43][C:8]([CH2:9][C@H:10]([NH:31][C:32](=[O:42])[O:33][C@@H:34]2[C@H:41]3[C@H:37]([O:38][CH2:39][CH2:40]3)[O:36][CH2:35]2)[C@H:11]([OH:30])[CH2:12][N:13]([S:18]([C:21]2[CH:29]=[CH:28][C:24]3[O:25][CH2:26][O:27][C:23]=3[CH:22]=2)(=[O:20])=[O:19])[CH2:14][CH:15]([CH3:17])[CH3:16])=[CH:7][CH:6]=1.C(N(CC)C(C)C)(C)C.[C:54](Cl)(=[O:56])[CH3:55]. The catalyst is C1COCC1.C(Cl)Cl. The yield is 0.860.